Dataset: Catalyst prediction with 721,799 reactions and 888 catalyst types from USPTO. Task: Predict which catalyst facilitates the given reaction. (1) The catalyst class is: 14. Reactant: [NH:1]1[CH2:6][CH2:5][NH:4][CH2:3][CH2:2]1.[C:7]([C:11]1[N:16]=[C:15](Cl)[CH:14]=[C:13]([CH:18]2[CH2:21][CH2:20][CH2:19]2)[N:12]=1)([CH3:10])([CH3:9])[CH3:8]. Product: [C:7]([C:11]1[N:12]=[C:13]([CH:18]2[CH2:21][CH2:20][CH2:19]2)[CH:14]=[C:15]([N:1]2[CH2:6][CH2:5][NH:4][CH2:3][CH2:2]2)[N:16]=1)([CH3:10])([CH3:8])[CH3:9]. (2) Reactant: [CH3:1][C:2]1[N:3]=[C:4]([NH:22]C(=O)C)[S:5][C:6]=1[C:7]1[CH:11]=[C:10]([S:12]([N:15]2[CH2:20][CH2:19][N:18]([CH3:21])[CH2:17][CH2:16]2)(=[O:14])=[O:13])[S:9][CH:8]=1.CCO. Product: [CH3:1][C:2]1[N:3]=[C:4]([NH2:22])[S:5][C:6]=1[C:7]1[CH:11]=[C:10]([S:12]([N:15]2[CH2:20][CH2:19][N:18]([CH3:21])[CH2:17][CH2:16]2)(=[O:14])=[O:13])[S:9][CH:8]=1. The catalyst class is: 33.